From a dataset of Reaction yield outcomes from USPTO patents with 853,638 reactions. Predict the reaction yield, written as a fraction of the theoretical maximum amount of product (1.0 means a 100% yield; for example, 0.34 means a 34% yield). (1) The product is [CH2:1]([N:8]1[CH2:12][C:13]2[N:14]=[CH:15][C:16]([N:20]([CH2:22][CH:23]3[CH2:25][CH2:24]3)[CH3:21])=[N:17][C:18]=2[O:11][CH2:10][CH2:9]1)[C:2]1[CH:7]=[CH:6][CH:5]=[CH:4][CH:3]=1. The catalyst is CN(C=O)C. The reactants are [CH2:1]([N:8]([CH2:12][C:13]1[C:18](Cl)=[N:17][C:16]([N:20]([CH2:22][CH:23]2[CH2:25][CH2:24]2)[CH3:21])=[CH:15][N:14]=1)[CH2:9][CH2:10][OH:11])[C:2]1[CH:7]=[CH:6][CH:5]=[CH:4][CH:3]=1.CC(C)([O-])C.[K+].O. The yield is 0.790. (2) The reactants are Br[C:2]1[CH:3]=[N:4][CH:5]=[C:6]([CH:12]=1)[C:7]([O:9][CH2:10][CH3:11])=[O:8].C(N(CC)CC)C.[C:20]1([C:26]#[CH:27])[CH:25]=[CH:24][CH:23]=[CH:22][CH:21]=1. The yield is 1.00. The catalyst is C(OCC)(=O)C.[Cu](I)I. The product is [CH2:10]([O:9][C:7](=[O:8])[C:6]1[CH:12]=[C:2]([C:27]#[C:26][C:20]2[CH:25]=[CH:24][CH:23]=[CH:22][CH:21]=2)[CH:3]=[N:4][CH:5]=1)[CH3:11].